This data is from Full USPTO retrosynthesis dataset with 1.9M reactions from patents (1976-2016). The task is: Predict the reactants needed to synthesize the given product. (1) The reactants are: [F:1][C:2]([F:15])([F:14])[O:3][C:4]1[CH:13]=[CH:12][C:7]2[N:8]=[C:9]([NH2:11])[S:10][C:6]=2[CH:5]=1.[CH2:16]([N:19]=[C:20]=[S:21])[CH2:17][CH3:18]. Given the product [CH2:16]([NH:19][C:20]([NH:11][C:9]1[S:10][C:6]2[CH:5]=[C:4]([O:3][C:2]([F:1])([F:14])[F:15])[CH:13]=[CH:12][C:7]=2[N:8]=1)=[S:21])[CH2:17][CH3:18], predict the reactants needed to synthesize it. (2) Given the product [Cl:1][C:2]1[CH:7]=[CH:6][C:5]([CH3:8])=[CH:4][C:3]=1[NH:9][C:10]1[N:15]2[N:16]=[CH:17][C:18]([S:19]([NH:22][C:38]([CH2:39][CH3:40])=[O:41])(=[O:21])=[O:20])=[C:14]2[N:13]=[CH:12][C:11]=1[C:23]([N:25]1[CH2:30][CH2:29][CH:28]([C:31]2[CH:32]=[CH:33][C:34]([F:37])=[CH:35][CH:36]=2)[CH2:27][CH2:26]1)=[O:24], predict the reactants needed to synthesize it. The reactants are: [Cl:1][C:2]1[CH:7]=[CH:6][C:5]([CH3:8])=[CH:4][C:3]=1[NH:9][C:10]1[N:15]2[N:16]=[CH:17][C:18]([S:19]([NH2:22])(=[O:21])=[O:20])=[C:14]2[N:13]=[CH:12][C:11]=1[C:23]([N:25]1[CH2:30][CH2:29][CH:28]([C:31]2[CH:36]=[CH:35][C:34]([F:37])=[CH:33][CH:32]=2)[CH2:27][CH2:26]1)=[O:24].[C:38](O)(=[O:41])[CH2:39][CH3:40].